This data is from Catalyst prediction with 721,799 reactions and 888 catalyst types from USPTO. The task is: Predict which catalyst facilitates the given reaction. (1) Reactant: [CH3:1][Si:2]([O:9][CH2:10][CH3:11])([O:6][CH2:7][CH3:8])OCC.[CH3:12][CH2:13][CH2:14][CH2:15][CH2:16][CH2:17][CH3:18].N([C:21]1C=CC(O)=CC=1)=O. Product: [CH:13]([C:14]1[CH:21]=[CH:18][C:17]([Si:2]([CH3:1])([O:6][CH2:7][CH3:8])[O:9][CH2:10][CH3:11])=[CH:16][CH:15]=1)=[CH2:12]. The catalyst class is: 27. (2) Reactant: Cl[C:2]1[N:3]=[C:4]([NH:11][C:12]2[CH:17]=[CH:16][C:15]([O:18][CH3:19])=[C:14]([O:20][CH3:21])[CH:13]=2)[C:5]2[N:10]=[CH:9][S:8][C:6]=2[N:7]=1.CC1(C)C(C)(C)OB([C:30]2[CH:31]=[C:32]([CH:45]=[CH:46][CH:47]=2)/[CH:33]=[CH:34]/[C:35]2[CH:44]=[CH:43][C:38]([C:39]([O:41][CH3:42])=[O:40])=[CH:37][CH:36]=2)O1.C([O-])([O-])=O.[Na+].[Na+].O. Product: [CH3:21][O:20][C:14]1[CH:13]=[C:12]([NH:11][C:4]2[C:5]3[N:10]=[CH:9][S:8][C:6]=3[N:7]=[C:2]([C:30]3[CH:31]=[C:32]([CH:45]=[CH:46][CH:47]=3)/[CH:33]=[CH:34]/[C:35]3[CH:36]=[CH:37][C:38]([C:39]([O:41][CH3:42])=[O:40])=[CH:43][CH:44]=3)[N:3]=2)[CH:17]=[CH:16][C:15]=1[O:18][CH3:19]. The catalyst class is: 77. (3) Reactant: [OH-].[Li+].[CH3:3][O:4][C:5]1[CH:6]=[C:7]([CH:10]=[CH:11][C:12]=1[N:13]1[CH:17]=[C:16]([CH3:18])[N:15]=[CH:14]1)[CH:8]=O.[Cl:19][C:20]1[CH:21]=[C:22]([C@H:26]2[N:34]3[C@@H:29]([CH2:30][CH2:31][CH:32](P(=O)(OCC)OCC)[C:33]3=[O:35])[CH2:28][CH2:27]2)[CH:23]=[CH:24][CH:25]=1.C(O)C. Product: [Cl:19][C:20]1[CH:21]=[C:22]([C@H:26]2[N:34]3[C@@H:29]([CH2:30][CH2:31]/[C:32](=[CH:8]\[C:7]4[CH:10]=[CH:11][C:12]([N:13]5[CH:17]=[C:16]([CH3:18])[N:15]=[CH:14]5)=[C:5]([O:4][CH3:3])[CH:6]=4)/[C:33]3=[O:35])[CH2:28][CH2:27]2)[CH:23]=[CH:24][CH:25]=1. The catalyst class is: 7. (4) Reactant: [Cl:1][C:2]1[C:3]([O:18][CH2:19][CH2:20][CH2:21][O:22][C:23]2[CH:28]=[CH:27][C:26]([C:29]([F:32])([F:31])[F:30])=[CH:25][N:24]=2)=[C:4]([CH:9]=[C:10]([O:12][CH2:13][CH:14]=[C:15]([Cl:17])[Cl:16])[CH:11]=1)[C:5]([O:7]C)=[O:6].[OH-].[Na+].Cl. Product: [Cl:1][C:2]1[C:3]([O:18][CH2:19][CH2:20][CH2:21][O:22][C:23]2[CH:28]=[CH:27][C:26]([C:29]([F:32])([F:30])[F:31])=[CH:25][N:24]=2)=[C:4]([CH:9]=[C:10]([O:12][CH2:13][CH:14]=[C:15]([Cl:17])[Cl:16])[CH:11]=1)[C:5]([OH:7])=[O:6]. The catalyst class is: 83. (5) Reactant: [NH2:1][C:2]1[CH:7]=[CH:6][N:5]=[CH:4][CH:3]=1.C(N(CC)CC)C.[CH2:15]([S:18](Cl)(=[O:20])=[O:19])[CH2:16][CH3:17]. Product: [CH2:15]([S:18]([NH:1][C:2]1[CH:7]=[CH:6][N:5]=[CH:4][CH:3]=1)(=[O:20])=[O:19])[CH2:16][CH3:17]. The catalyst class is: 76. (6) Reactant: C1(P(C2CCCCC2)C2C=CC=CC=2C2C(C(C)C)=CC(C(C)C)=CC=2C(C)C)CCCCC1.[O:35]1[CH2:40][CH2:39][N:38]([C:41]2[C:46]([NH2:47])=[CH:45][C:44]([N:48]3[CH2:53][CH2:52][O:51][CH2:50][CH2:49]3)=[CH:43][N:42]=2)[CH2:37][CH2:36]1.Cl[C:55]1[C:64]2[C:59](=[CH:60][C:61]([F:66])=[CH:62][C:63]=2[F:65])[N:58]=[C:57]([C:67]2[CH:68]=[N:69][C:70]([O:73][CH2:74][CH3:75])=[CH:71][CH:72]=2)[C:56]=1[CH3:76].CC(C)([O-])C.[Na+]. Product: [O:35]1[CH2:40][CH2:39][N:38]([C:41]2[C:46]([NH:47][C:55]3[C:64]4[C:59](=[CH:60][C:61]([F:66])=[CH:62][C:63]=4[F:65])[N:58]=[C:57]([C:67]4[CH:68]=[N:69][C:70]([O:73][CH2:74][CH3:75])=[CH:71][CH:72]=4)[C:56]=3[CH3:76])=[CH:45][C:44]([N:48]3[CH2:49][CH2:50][O:51][CH2:52][CH2:53]3)=[CH:43][N:42]=2)[CH2:37][CH2:36]1. The catalyst class is: 101. (7) Reactant: [NH:1]1[CH2:6][CH2:5][NH:4][CH2:3][CH2:2]1.Br[C:8]1[CH:13]=[C:12]([O:14][CH3:15])[CH:11]=[CH:10][C:9]=1[O:16][CH3:17].CC1(C)C2C=CC=C(P(C3C=CC=CC=3)C3C=CC=CC=3)C=2OC2C1=CC=CC=2P(C1C=CC=CC=1)C1C=CC=CC=1.C(=O)([O-])[O-].[Cs+].[Cs+]. Product: [CH3:15][O:14][C:12]1[CH:13]=[CH:8][C:9]([O:16][CH3:17])=[CH:10][C:11]=1[N:1]1[CH2:6][CH2:5][NH:4][CH2:3][CH2:2]1. The catalyst class is: 160. (8) Reactant: N[CH2:2][C:3]1[NH:7][N:6]=[N:5][N:4]=1.C(Cl)CCl.ON1C2C=CC=CC=2N=N1.C[N:23]([CH:25]=[O:26])C. Product: [NH:7]1[C:3]([CH2:2][C:25]([NH2:23])=[O:26])=[N:4][N:5]=[N:6]1. The catalyst class is: 4. (9) Product: [NH2:21][C:17]1[O:18][CH2:19][CH2:20][C@:15]2([C:4]3[C:5](=[N:6][CH:7]=[C:2]([Br:1])[CH:3]=3)[O:8][C:9]3[C:14]2=[CH:13][C:12]([NH:22][C:28](=[O:29])[C:27]2[CH:31]=[CH:32][C:24]([Cl:23])=[CH:25][C:26]=2[F:33])=[CH:11][CH:10]=3)[N:16]=1. The catalyst class is: 191. Reactant: [Br:1][C:2]1[CH:3]=[C:4]2[C@:15]3([CH2:20][CH2:19][O:18][C:17]([NH2:21])=[N:16]3)[C:14]3[C:9](=[CH:10][CH:11]=[C:12]([NH2:22])[CH:13]=3)[O:8][C:5]2=[N:6][CH:7]=1.[Cl:23][C:24]1[CH:32]=[CH:31][C:27]([C:28](O)=[O:29])=[C:26]([F:33])[CH:25]=1.O.[Cl-].COC1N=C(OC)N=C([N+]2(C)CCOCC2)N=1.C(N(C(C)C)C(C)C)C.